From a dataset of Full USPTO retrosynthesis dataset with 1.9M reactions from patents (1976-2016). Predict the reactants needed to synthesize the given product. (1) Given the product [Cl:15][C:10]1[CH:9]=[C:8]([C:6]2[C:5]([CH3:16])=[CH:4][N:3]=[C:2]([NH:29][C:28]3[CH:27]=[CH:26][C:25]([CH2:24][N:21]4[CH2:20][CH2:19][N:18]([CH3:17])[CH2:23][CH2:22]4)=[CH:31][CH:30]=3)[N:7]=2)[CH:13]=[CH:12][C:11]=1[F:14], predict the reactants needed to synthesize it. The reactants are: Cl[C:2]1[N:7]=[C:6]([C:8]2[CH:13]=[CH:12][C:11]([F:14])=[C:10]([Cl:15])[CH:9]=2)[C:5]([CH3:16])=[CH:4][N:3]=1.[CH3:17][N:18]1[CH2:23][CH2:22][N:21]([CH2:24][C:25]2[CH:31]=[CH:30][C:28]([NH2:29])=[CH:27][CH:26]=2)[CH2:20][CH2:19]1. (2) The reactants are: [H-].[Na+].[Cl:3][C:4]1[CH:5]=[N:6][C:7]([C:10]([CH:12]2[CH2:17][CH2:16][C@@H:15]([C:18]([O:20][CH2:21][CH3:22])=[O:19])[C@@H:14]([CH3:23])[CH2:13]2)=O)=[N:8][CH:9]=1.[Cl-].[NH4+].[CH2:26]1COCC1. Given the product [Cl:3][C:4]1[CH:5]=[N:6][C:7]([C:10]([CH:12]2[CH2:17][CH2:16][C@@H:15]([C:18]([O:20][CH2:21][CH3:22])=[O:19])[C@@H:14]([CH3:23])[CH2:13]2)=[CH2:26])=[N:8][CH:9]=1, predict the reactants needed to synthesize it. (3) Given the product [CH3:1][C:2]([CH3:15])([CH3:14])[CH2:3][C:4]([C:6]1[CH:7]=[CH:8][C:9]([CH3:10])=[CH:12][CH:13]=1)=[O:5], predict the reactants needed to synthesize it. The reactants are: [CH3:1][C:2]([CH3:15])([CH3:14])[CH2:3][C:4]([C:6]1[CH:13]=[CH:12][C:9]([CH2:10]N)=[CH:8][CH:7]=1)=[O:5].O.NN.CC(C)(C)CC(C1C=CC(CN2C(=O)C3C(=CC=CC=3)C2=O)=CC=1)=O. (4) Given the product [Br:12][C:10]1[CH:9]=[C:4]([C:5]([O:7][CH3:8])=[O:6])[C:3]([CH3:13])=[C:2]([NH:1][CH:15]2[CH2:20][CH2:19][N:18]([C:21]([O:23][C:24]([CH3:27])([CH3:26])[CH3:25])=[O:22])[CH2:17][CH2:16]2)[CH:11]=1, predict the reactants needed to synthesize it. The reactants are: [NH2:1][C:2]1[C:3]([CH3:13])=[C:4]([CH:9]=[C:10]([Br:12])[CH:11]=1)[C:5]([O:7][CH3:8])=[O:6].O=[C:15]1[CH2:20][CH2:19][N:18]([C:21]([O:23][C:24]([CH3:27])([CH3:26])[CH3:25])=[O:22])[CH2:17][CH2:16]1.C(O)(=O)C.C(O[BH-](OC(=O)C)OC(=O)C)(=O)C.[Na+]. (5) Given the product [Cl:1][C:2]1[N:7]=[C:6]([C:16]2[CH:17]=[C:12]([CH:13]=[CH:14][CH:15]=2)[C:10]#[N:11])[C:5]([CH3:9])=[CH:4][N:3]=1, predict the reactants needed to synthesize it. The reactants are: [Cl:1][C:2]1[N:7]=[C:6](Cl)[C:5]([CH3:9])=[CH:4][N:3]=1.[C:10]([C:12]1[CH:13]=[C:14](B(O)O)[CH:15]=[CH:16][CH:17]=1)#[N:11]. (6) Given the product [CH2:1]([O:8][C:9]1[CH:10]=[C:11]([CH:34]=[CH:35][CH:36]=1)[C:12]([NH:14][C:15]1[CH:20]=[CH:19][CH:18]=[CH:17][C:16]=1[S:21]([NH:24][C:25]([NH:45][CH2:37][CH2:38][CH2:39][CH2:40][CH2:41][CH2:42][CH2:43][CH3:44])=[O:26])(=[O:22])=[O:23])=[O:13])[C:2]1[CH:7]=[CH:6][CH:5]=[CH:4][CH:3]=1, predict the reactants needed to synthesize it. The reactants are: [CH2:1]([O:8][C:9]1[CH:10]=[C:11]([CH:34]=[CH:35][CH:36]=1)[C:12]([NH:14][C:15]1[CH:20]=[CH:19][CH:18]=[CH:17][C:16]=1[S:21]([NH:24][C:25](OC1C=CC=CC=1)=[O:26])(=[O:23])=[O:22])=[O:13])[C:2]1[CH:7]=[CH:6][CH:5]=[CH:4][CH:3]=1.[CH2:37]([NH2:45])[CH2:38][CH2:39][CH2:40][CH2:41][CH2:42][CH2:43][CH3:44].